This data is from NCI-60 drug combinations with 297,098 pairs across 59 cell lines. The task is: Regression. Given two drug SMILES strings and cell line genomic features, predict the synergy score measuring deviation from expected non-interaction effect. (1) Synergy scores: CSS=16.3, Synergy_ZIP=-8.86, Synergy_Bliss=-10.5, Synergy_Loewe=-7.49, Synergy_HSA=-7.08. Drug 1: C1=C(C(=O)NC(=O)N1)F. Cell line: HOP-92. Drug 2: CNC(=O)C1=NC=CC(=C1)OC2=CC=C(C=C2)NC(=O)NC3=CC(=C(C=C3)Cl)C(F)(F)F. (2) Drug 1: CN(C)N=NC1=C(NC=N1)C(=O)N. Drug 2: CC1=C(C(CCC1)(C)C)C=CC(=CC=CC(=CC(=O)O)C)C. Cell line: NCI-H522. Synergy scores: CSS=6.20, Synergy_ZIP=-3.32, Synergy_Bliss=-3.14, Synergy_Loewe=-8.01, Synergy_HSA=-1.78. (3) Drug 1: C1CCC(CC1)NC(=O)N(CCCl)N=O. Drug 2: CCCCC(=O)OCC(=O)C1(CC(C2=C(C1)C(=C3C(=C2O)C(=O)C4=C(C3=O)C=CC=C4OC)O)OC5CC(C(C(O5)C)O)NC(=O)C(F)(F)F)O. Cell line: CCRF-CEM. Synergy scores: CSS=35.8, Synergy_ZIP=-1.27, Synergy_Bliss=0.356, Synergy_Loewe=0.766, Synergy_HSA=0.641. (4) Drug 1: CCC1=C2CN3C(=CC4=C(C3=O)COC(=O)C4(CC)O)C2=NC5=C1C=C(C=C5)O. Drug 2: C1CN(CCN1C(=O)CCBr)C(=O)CCBr. Cell line: HCT-15. Synergy scores: CSS=50.5, Synergy_ZIP=0.847, Synergy_Bliss=2.38, Synergy_Loewe=-11.2, Synergy_HSA=6.88. (5) Drug 1: CCCCC(=O)OCC(=O)C1(CC(C2=C(C1)C(=C3C(=C2O)C(=O)C4=C(C3=O)C=CC=C4OC)O)OC5CC(C(C(O5)C)O)NC(=O)C(F)(F)F)O. Drug 2: CC1CCC2CC(C(=CC=CC=CC(CC(C(=O)C(C(C(=CC(C(=O)CC(OC(=O)C3CCCCN3C(=O)C(=O)C1(O2)O)C(C)CC4CCC(C(C4)OC)O)C)C)O)OC)C)C)C)OC. Synergy scores: CSS=28.9, Synergy_ZIP=9.00, Synergy_Bliss=14.2, Synergy_Loewe=11.0, Synergy_HSA=11.7. Cell line: NCI-H322M.